Task: Predict the reactants needed to synthesize the given product.. Dataset: Full USPTO retrosynthesis dataset with 1.9M reactions from patents (1976-2016) (1) Given the product [Br:21][C:22]1[CH:29]=[CH:28][C:25]([CH:26]([C:2]2[C:11]3[C:6](=[CH:7][C:8]([O:14][CH3:15])=[C:9]([O:12][CH3:13])[CH:10]=3)[N:5]=[CH:4][CH:3]=2)[OH:27])=[C:24]([F:30])[CH:23]=1, predict the reactants needed to synthesize it. The reactants are: Br[C:2]1[C:11]2[C:6](=[CH:7][C:8]([O:14][CH3:15])=[C:9]([O:12][CH3:13])[CH:10]=2)[N:5]=[CH:4][CH:3]=1.C([Li])CCC.[Br:21][C:22]1[CH:29]=[CH:28][C:25]([CH:26]=[O:27])=[C:24]([F:30])[CH:23]=1.[Cl-].[NH4+]. (2) Given the product [Cl:29][C:26]1[CH:27]=[CH:28][C:23]([C:19]2[C:18]3[N:17]([N:16]=[C:15]([NH:13][CH:10]4[CH2:9][CH2:8][N:7]([C:5]5[S:4][N:3]=[C:2]([CH3:1])[N:6]=5)[CH2:12][CH2:11]4)[N:30]=3)[CH:22]=[CH:21][CH:20]=2)=[CH:24][CH:25]=1, predict the reactants needed to synthesize it. The reactants are: [CH3:1][C:2]1[N:6]=[C:5]([N:7]2[CH2:12][CH2:11][CH:10]([NH2:13])[CH2:9][CH2:8]2)[S:4][N:3]=1.Br[C:15]1[N:30]=[C:18]2[C:19]([C:23]3[CH:28]=[CH:27][C:26]([Cl:29])=[CH:25][CH:24]=3)=[CH:20][CH:21]=[CH:22][N:17]2[N:16]=1.C1(P(C2C=CC=CC=2)C2C3OC4C(=CC=CC=4P(C4C=CC=CC=4)C4C=CC=CC=4)C(C)(C)C=3C=CC=2)C=CC=CC=1.[O-]C1C=CC=CC=1.[Na+]. (3) The reactants are: O.[NH2:2][NH2:3].F[C:5]1[CH:12]=[CH:11][C:10]([N:13]2[CH2:17][CH2:16][N:15]([C:18]3[CH:19]=[N:20][CH:21]=[CH:22][C:23]=3[CH3:24])[C:14]2=[O:25])=[CH:9][C:6]=1[C:7]#[N:8].CO. Given the product [NH2:8][C:7]1[C:6]2[C:5](=[CH:12][CH:11]=[C:10]([N:13]3[CH2:17][CH2:16][N:15]([C:18]4[CH:19]=[N:20][CH:21]=[CH:22][C:23]=4[CH3:24])[C:14]3=[O:25])[CH:9]=2)[NH:3][N:2]=1, predict the reactants needed to synthesize it. (4) Given the product [CH3:1][C:2]1[C:6]([CH2:7][N:8]2[CH:12]=[C:11]([N:13]3[C:17](=[O:18])[CH2:16][N:15]([CH2:26][CH2:25][C:24]4[CH:28]=[CH:29][CH:30]=[CH:31][C:23]=4[O:22][CH3:21])[C:14]3=[O:19])[CH:10]=[N:9]2)=[C:5]([CH3:20])[O:4][N:3]=1, predict the reactants needed to synthesize it. The reactants are: [CH3:1][C:2]1[C:6]([CH2:7][N:8]2[CH:12]=[C:11]([N:13]3[C:17](=[O:18])[CH2:16][NH:15][C:14]3=[O:19])[CH:10]=[N:9]2)=[C:5]([CH3:20])[O:4][N:3]=1.[CH3:21][O:22][C:23]1[CH:31]=[CH:30][CH:29]=[CH:28][C:24]=1[CH2:25][CH2:26]Br.